The task is: Predict the product of the given reaction.. This data is from Forward reaction prediction with 1.9M reactions from USPTO patents (1976-2016). (1) Given the reactants [O:1]=[C:2]([CH3:9])[CH2:3][C:4]([O:6][CH2:7][CH3:8])=[O:5].[H-].[Na+].Br[CH2:13][C:14]1[CH:19]=[CH:18][C:17]([F:20])=[C:16]([O:21][C:22]([F:25])([F:24])[F:23])[CH:15]=1, predict the reaction product. The product is: [F:20][C:17]1[CH:18]=[CH:19][C:14]([CH2:13][CH:3]([C:2](=[O:1])[CH3:9])[C:4]([O:6][CH2:7][CH3:8])=[O:5])=[CH:15][C:16]=1[O:21][C:22]([F:23])([F:25])[F:24]. (2) Given the reactants C([Li])CCC.[F:6][C:7]([F:15])([F:14])[CH:8]([OH:13])[C:9]([F:12])(F)[F:10].[CH:16]12[CH2:22][CH:19]([CH:20]=[CH:21]1)[CH2:18][CH:17]2[CH:23]=[O:24].Cl.[O:26]1CCCC1, predict the reaction product. The product is: [CH:16]12[CH2:22][CH:19]([CH:20]=[CH:21]1)[CH2:18][CH:17]2[CH:23]([OH:24])[C:9]([F:12])([F:10])[C:8]([OH:26])([OH:13])[C:7]([F:15])([F:14])[F:6]. (3) Given the reactants [NH2:1][CH2:2][CH2:3][CH2:4][C@@H:5]([OH:9])[C:6]([OH:8])=[O:7].Cl.N[C@@H](C(O)=O)CCCN.[OH-].[Na+].Cl[C:23]([O:25][CH2:26][CH3:27])=[O:24], predict the reaction product. The product is: [CH2:26]([O:25][C:23]([NH:1][CH2:2][CH2:3][CH2:4][C@@H:5]([OH:9])[C:6]([OH:8])=[O:7])=[O:24])[CH3:27]. (4) Given the reactants C[O:2][C:3](=[O:15])[CH2:4][C:5]1[CH:10]=[CH:9][C:8]([S:11][CH2:12][O:13][CH3:14])=[CH:7][CH:6]=1.O1CCCC1.[OH-].[Li+], predict the reaction product. The product is: [CH3:14][O:13][CH2:12][S:11][C:8]1[CH:9]=[CH:10][C:5]([CH2:4][C:3]([OH:15])=[O:2])=[CH:6][CH:7]=1. (5) Given the reactants [C:1]([N:9]1[CH2:22][CH2:21][C:20]2[C:19]3[C:18](Br)=[CH:17][CH:16]=[CH:15][C:14]=3[NH:13][C:12]=2[CH2:11][CH2:10]1)(=[O:8])[C:2]1[CH:7]=[CH:6][CH:5]=[CH:4][CH:3]=1.[F:24][C:25]1[CH:26]=[C:27](B(O)O)[CH:28]=[C:29]([F:31])[CH:30]=1.C(=O)([O-])[O-].[Na+].[Na+].CO.C(Cl)(Cl)Cl, predict the reaction product. The product is: [C:1]([N:9]1[CH2:22][CH2:21][C:20]2[C:19]3[C:18]([C:27]4[CH:26]=[C:25]([F:24])[CH:30]=[C:29]([F:31])[CH:28]=4)=[CH:17][CH:16]=[CH:15][C:14]=3[NH:13][C:12]=2[CH2:11][CH2:10]1)(=[O:8])[C:2]1[CH:7]=[CH:6][CH:5]=[CH:4][CH:3]=1. (6) Given the reactants [Cl:1][C:2]1[N:10]=[C:9]2[C:5]([N:6]=[CH:7][NH:8]2)=[C:4]([N:11]2[CH2:16][CH2:15][O:14][CH2:13][C@H:12]2[CH3:17])[N:3]=1.CI.[C:20]([O-])([O-])=O.[K+].[K+], predict the reaction product. The product is: [Cl:1][C:2]1[N:10]=[C:9]2[C:5]([N:6]=[CH:7][N:8]2[CH3:20])=[C:4]([N:11]2[CH2:16][CH2:15][O:14][CH2:13][C@H:12]2[CH3:17])[N:3]=1. (7) Given the reactants C([O:8][C:9]([NH:11][CH2:12][CH2:13][CH2:14][C@@H:15]([NH:21][C:22]([NH:24][CH2:25][C:26]1[CH:31]=[CH:30][C:29]([NH:32][C:33]([O:35][C:36]([CH3:39])([CH3:38])[CH3:37])=[O:34])=[CH:28][CH:27]=1)=[O:23])[C:16]([O:18][CH2:19][CH3:20])=[O:17])=O)C1C=CC=CC=1.[C:40](OC(=O)C)(=O)C, predict the reaction product. The product is: [C:9]([NH:11][CH2:12][CH2:13][CH2:14][C@@H:15]([NH:21][C:22]([NH:24][CH2:25][C:26]1[CH:27]=[CH:28][C:29]([NH:32][C:33]([O:35][C:36]([CH3:37])([CH3:39])[CH3:38])=[O:34])=[CH:30][CH:31]=1)=[O:23])[C:16]([O:18][CH2:19][CH3:20])=[O:17])(=[O:8])[CH3:40]. (8) Given the reactants O.[Cl:2][C:3]1[N:4]=[CH:5][C:6]2[C:11]([CH:12]=1)=[C:10]([NH:13][C:14]1[CH2:19][CH2:18][CH2:17][C:16](=[O:20])[CH:15]=1)[CH:9]=[CH:8][CH:7]=2, predict the reaction product. The product is: [Cl:2][C:3]1[N:4]=[CH:5][C:6]2=[CH:7][CH:8]=[C:9]3[C:10]([NH:13][C:14]4[CH2:19][CH2:18][CH2:17][C:16](=[O:20])[C:15]3=4)=[C:11]2[CH:12]=1. (9) Given the reactants [NH2:1][C:2]1[C:3]([C:25](N)=[O:26])=[N:4][C:5]([C:15]2[CH:20]=[CH:19][C:18](=[O:21])[N:17]([CH:22]([CH3:24])[CH3:23])[CH:16]=2)=[C:6]([C:8]2[CH:13]=[CH:12][C:11]([F:14])=[CH:10][CH:9]=2)[N:7]=1.Cl.[O:29]1CCOCC1, predict the reaction product. The product is: [NH2:1][C:2]1[C:3]([C:25]([OH:29])=[O:26])=[N:4][C:5]([C:15]2[CH:20]=[CH:19][C:18](=[O:21])[N:17]([CH:22]([CH3:23])[CH3:24])[CH:16]=2)=[C:6]([C:8]2[CH:13]=[CH:12][C:11]([F:14])=[CH:10][CH:9]=2)[N:7]=1.